The task is: Predict the reaction yield, written as a fraction of the theoretical maximum amount of product (1.0 means a 100% yield; for example, 0.34 means a 34% yield).. This data is from Reaction yield outcomes from USPTO patents with 853,638 reactions. (1) The yield is 0.950. The reactants are [CH3:1][C:2]1[C:10]2[C:9]([CH2:11][N:12]3[C:16]4[CH:17]=[CH:18][CH:19]=[CH:20][C:15]=4[N:14]([CH:21]([CH2:26][CH2:27][CH3:28])[CH2:22][C:23]([OH:25])=O)[C:13]3=[O:29])=[CH:8][S:7][C:6]=2[CH:5]=[CH:4][CH:3]=1.[CH2:30]([NH2:37])[C:31]1[CH:36]=[CH:35][CH:34]=[CH:33][CH:32]=1.ON1C2C=CC=CC=2N=N1.CN(C)CCCN=C=NCC. The catalyst is C1COCC1.O. The product is [CH2:30]([NH:37][C:23](=[O:25])[CH2:22][CH:21]([N:14]1[C:15]2[CH:20]=[CH:19][CH:18]=[CH:17][C:16]=2[N:12]([CH2:11][C:9]2[C:10]3[C:2]([CH3:1])=[CH:3][CH:4]=[CH:5][C:6]=3[S:7][CH:8]=2)[C:13]1=[O:29])[CH2:26][CH2:27][CH3:28])[C:31]1[CH:36]=[CH:35][CH:34]=[CH:33][CH:32]=1. (2) The reactants are [I-].[CH3:2][S+](C)(C)=O.[H-].[Na+].[NH:9]1[C:17]2[C:12](=[CH:13][CH:14]=[C:15](/[CH:18]=[C:19]3/[C:20](=[O:28])[NH:21][C:22]4[C:27]/3=[CH:26][CH:25]=[CH:24][CH:23]=4)[CH:16]=2)[CH:11]=[N:10]1. The catalyst is CN(C=O)C. The product is [NH:9]1[C:17]2[C:12](=[CH:13][CH:14]=[C:15]([C@H:18]3[C@@:19]4([C:27]5[C:22](=[CH:23][CH:24]=[CH:25][CH:26]=5)[NH:21][C:20]4=[O:28])[CH2:2]3)[CH:16]=2)[CH:11]=[N:10]1. The yield is 0.280. (3) The reactants are [F:1][C:2]([F:43])([F:42])[C:3]1[CH:4]=[C:5]([C@H:13]([N:15]([CH3:41])[C:16]([N:18]2[CH2:32][CH2:31][C@:21]3([NH:25][C@@:24]([CH3:30])([C:26](OC)=[O:27])[CH2:23][CH2:22]3)[CH2:20][C@@H:19]2[C:33]2[CH:38]=[CH:37][C:36]([F:39])=[CH:35][C:34]=2[CH3:40])=[O:17])[CH3:14])[CH:6]=[C:7]([C:9]([F:12])([F:11])[F:10])[CH:8]=1.[NH3:44]. No catalyst specified. The product is [F:10][C:9]([F:11])([F:12])[C:7]1[CH:6]=[C:5]([C@H:13]([N:15]([CH3:41])[C:16]([N:18]2[CH2:32][CH2:31][C@:21]3([NH:25][C@@:24]([CH3:30])([C:26]([NH2:44])=[O:27])[CH2:23][CH2:22]3)[CH2:20][C@@H:19]2[C:33]2[CH:38]=[CH:37][C:36]([F:39])=[CH:35][C:34]=2[CH3:40])=[O:17])[CH3:14])[CH:4]=[C:3]([C:2]([F:43])([F:1])[F:42])[CH:8]=1. The yield is 0.557. (4) The reactants are [Cl:1][C:2]1[CH:7]=[CH:6][CH:5]=[C:4]([C:8]([O:10]O)=[O:9])[CH:3]=1.[NH:12]1[C:16]2=[N:17][CH:18]=[CH:19][CH:20]=[C:15]2[CH:14]=[CH:13]1.C(COC)[O:22]C. The catalyst is CCCCCCC. The product is [Cl:1][C:2]1[CH:3]=[C:4]([CH:5]=[CH:6][CH:7]=1)[C:8]([O-:10])=[O:9].[OH:22][N+:17]1[CH:18]=[CH:19][CH:20]=[C:15]2[CH:14]=[CH:13][NH:12][C:16]=12. The yield is 0.894.